From a dataset of Full USPTO retrosynthesis dataset with 1.9M reactions from patents (1976-2016). Predict the reactants needed to synthesize the given product. (1) Given the product [CH2:25]([O:27][C:28]([C:29]1[C:30]([CH2:31][CH3:32])=[N:14][N:15]2[C:16]([O:23][CH3:24])=[CH:17][CH:18]=[C:19]([CH2:21][OH:22])[C:20]=12)=[O:33])[CH3:26], predict the reactants needed to synthesize it. The reactants are: CC1C=C(C)C=C(C)C=1S([O-])(=O)=O.[NH2:14][N+:15]1[CH:20]=[C:19]([CH2:21][OH:22])[CH:18]=[CH:17][C:16]=1[O:23][CH3:24].[CH2:25]([O:27][C:28](=[O:33])[C:29]#[C:30][CH2:31][CH3:32])[CH3:26].C(=O)([O-])[O-].[K+].[K+]. (2) Given the product [ClH:1].[NH2:12][C:9]1[CH:10]=[CH:11][C:6]([C:5]([NH2:16])=[NH:17])=[CH:7][C:8]=1[N+:13]([O-:15])=[O:14], predict the reactants needed to synthesize it. The reactants are: [ClH:1].C(O[C:5](=[NH:16])[C:6]1[CH:11]=[CH:10][C:9]([NH2:12])=[C:8]([N+:13]([O-:15])=[O:14])[CH:7]=1)C.[NH3:17]. (3) Given the product [ClH:3].[CH3:13][O:8][C:7](=[O:9])[C@@:6]([NH2:5])([CH3:12])[CH2:10][CH3:11], predict the reactants needed to synthesize it. The reactants are: S(Cl)([Cl:3])=O.[NH2:5][C@:6]([CH3:12])([CH2:10][CH3:11])[C:7]([OH:9])=[O:8].[CH3:13]O. (4) Given the product [OH:25][C:6]1[C:5]([CH2:4][CH:3]=[C:2]([CH3:26])[CH3:1])=[C:10]2[C:9]([C:12](=[O:13])[CH2:14][CH:15]([C:16]3[CH:17]=[CH:18][C:19]([OH:22])=[CH:20][CH:21]=3)[O:11]2)=[C:8]([O:23][CH3:24])[CH:7]=1, predict the reactants needed to synthesize it. The reactants are: [CH3:1][C:2]([CH3:26])=[CH:3][CH2:4][C:5]1[C:6]([OH:25])=[CH:7][C:8]([O:23][CH3:24])=[C:9]([C:12](/[CH:14]=[CH:15]/[C:16]2[CH:17]=[CH:18][C:19]([OH:22])=[CH:20][CH:21]=2)=[O:13])[C:10]=1[OH:11].OS(O)(=O)=O. (5) Given the product [C:20]([O-:22])(=[O:21])[CH3:19].[NH4+:12].[CH:2]12[CH2:11][CH:6]3[CH2:7][CH:8]([CH2:10][CH:4]([CH2:5]3)[CH:3]1[NH:12][C:20](=[O:21])[C:19]([CH3:23])([C:13]1[CH:18]=[CH:17][CH:16]=[CH:15][CH:14]=1)[CH3:24])[CH2:9]2, predict the reactants needed to synthesize it. The reactants are: Cl.[CH:2]12[CH2:11][CH:6]3[CH2:7][CH:8]([CH2:10][CH:4]([CH2:5]3)[CH:3]1[NH2:12])[CH2:9]2.[C:13]1([C:19]([CH3:24])([CH3:23])[C:20]([OH:22])=[O:21])[CH:18]=[CH:17][CH:16]=[CH:15][CH:14]=1.F[B-](F)(F)F.N1(OC(N(C)C)=[N+](C)C)C2C=CC=CC=2N=N1.CCN(C(C)C)C(C)C.